Dataset: Reaction yield outcomes from USPTO patents with 853,638 reactions. Task: Predict the reaction yield, written as a fraction of the theoretical maximum amount of product (1.0 means a 100% yield; for example, 0.34 means a 34% yield). The reactants are C1(C(C2C=CC=CC=2)[N:8]2[CH2:11][C:10]([CH2:20][NH:21][CH:22]([CH3:24])[CH3:23])([NH:12]CC3C=CC=CC=3)[CH2:9]2)C=CC=CC=1.[ClH:31].O1CCOCC1. The yield is 0.810. The product is [ClH:31].[CH3:23][CH:22]([NH:21][CH2:20][C:10]1([NH2:12])[CH2:11][NH:8][CH2:9]1)[CH3:24]. The catalyst is CO.[OH-].[Pd+2].[OH-].